Dataset: Forward reaction prediction with 1.9M reactions from USPTO patents (1976-2016). Task: Predict the product of the given reaction. (1) Given the reactants Br[CH2:2][C:3]1[CH:8]=[CH:7][C:6]([C:9]2[CH:13]=[C:12]([C:14]([NH2:16])=[O:15])[O:11][N:10]=2)=[CH:5][CH:4]=1.[CH3:17][O:18][C:19]1[CH:24]=[CH:23][CH:22]=[CH:21][C:20]=1[OH:25].C([O-])([O-])=O.[K+].[K+], predict the reaction product. The product is: [CH3:17][O:18][C:19]1[CH:24]=[CH:23][CH:22]=[CH:21][C:20]=1[O:25][CH2:2][C:3]1[CH:8]=[CH:7][C:6]([C:9]2[CH:13]=[C:12]([C:14]([NH2:16])=[O:15])[O:11][N:10]=2)=[CH:5][CH:4]=1. (2) Given the reactants O.[Cl:2][C:3]1[CH:4]=[C:5]([C:14]([NH:16][CH2:17][C@@H:18]2[CH2:23][CH2:22][N:21](C(OC(C)(C)C)=O)[CH2:20][C@H:19]2[OH:31])=[O:15])[C:6]2[O:12][CH2:11][CH2:10][CH2:9][O:8][C:7]=2[CH:13]=1, predict the reaction product. The product is: [Cl:2][C:3]1[CH:4]=[C:5]([C:14]([NH:16][CH2:17][C@@H:18]2[CH2:23][CH2:22][NH:21][CH2:20][C@H:19]2[OH:31])=[O:15])[C:6]2[O:12][CH2:11][CH2:10][CH2:9][O:8][C:7]=2[CH:13]=1. (3) Given the reactants [CH3:1][O:2][C:3]1[CH:4]=[C:5]([N+:17]([O-:19])=[O:18])[C:6]([CH:11](O)[CH2:12][N+:13]([O-:15])=[O:14])=[N:7][C:8]=1[O:9][CH3:10].CC([O-])=O.[Na+].C([O-])(O)=O.[Na+], predict the reaction product. The product is: [CH3:10][O:9][C:8]1[C:3]([O:2][CH3:1])=[CH:4][C:5]([N+:17]([O-:19])=[O:18])=[C:6]([CH:11]=[CH:12][N+:13]([O-:15])=[O:14])[N:7]=1. (4) Given the reactants O[CH2:2][CH2:3][CH2:4][CH2:5][CH2:6][CH2:7][O:8][C:9]1[CH:14]=[CH:13][N:12]=[C:11]([CH2:15]Cl)[C:10]=1[CH3:17].[SH:18][C:19]1[NH:20][C:21]2[CH:27]=[CH:26][CH:25]=[CH:24][C:22]=2[N:23]=1.[OH-:28].[Na+].CO, predict the reaction product. The product is: [OH:28][CH:3]([CH3:2])[CH2:4][CH2:5][CH2:6][CH2:7][O:8][C:9]1[CH:14]=[CH:13][N:12]=[C:11]([CH2:15][S:18][C:19]2[NH:23][C:22]3[CH:24]=[CH:25][CH:26]=[CH:27][C:21]=3[N:20]=2)[C:10]=1[CH3:17]. (5) Given the reactants [Br:1][C:2]1[CH:3]=[CH:4][C:5]2[S:9](=[O:11])(=[O:10])[CH:8]=[CH:7][C:6]=2[CH:12]=1.[OH-:13].[Na+], predict the reaction product. The product is: [Br:1][C:2]1[CH:3]=[CH:4][C:5]2[S:9](=[O:11])(=[O:10])[CH2:8][CH:7]([OH:13])[C:6]=2[CH:12]=1. (6) Given the reactants [Cl:1][C:2]1[CH:7]=[CH:6][C:5]([OH:8])=[CH:4][C:3]=1[NH:9][C:10]1[C:15]([C:16]#[N:17])=[CH:14][N:13]=[CH:12][C:11]=1[C:18]1[S:19][C:20]2[CH:26]=[CH:25][C:24]([CH:27]=O)=[CH:23][C:21]=2[CH:22]=1.[NH:29]1[CH2:34][CH2:33][CH2:32][CH2:31][CH2:30]1.CC(O)=O.C(O[BH-](OC(=O)C)OC(=O)C)(=O)C.[Na+], predict the reaction product. The product is: [Cl:1][C:2]1[CH:7]=[CH:6][C:5]([OH:8])=[CH:4][C:3]=1[NH:9][C:10]1[C:15]([C:16]#[N:17])=[CH:14][N:13]=[CH:12][C:11]=1[C:18]1[S:19][C:20]2[CH:26]=[CH:25][C:24]([CH2:27][N:29]3[CH2:34][CH2:33][CH2:32][CH2:31][CH2:30]3)=[CH:23][C:21]=2[CH:22]=1. (7) The product is: [CH2:33]([O:32][C:30](=[O:31])[CH2:29][O:17][C:11]1[CH:10]=[CH:9][C:8]2[C:13](=[CH:14][CH:15]=[C:6]([C:5]3[S:1][C:2]4[CH:21]=[CH:20][CH:19]=[CH:18][C:3]=4[CH:4]=3)[CH:7]=2)[C:12]=1[Cl:16])[CH3:34]. Given the reactants [S:1]1[C:5]([C:6]2[CH:7]=[C:8]3[C:13](=[CH:14][CH:15]=2)[C:12]([Cl:16])=[C:11]([OH:17])[CH:10]=[CH:9]3)=[CH:4][C:3]2[CH:18]=[CH:19][CH:20]=[CH:21][C:2]1=2.C(=O)([O-])[O-].[Cs+].[Cs+].Br[CH2:29][C:30]([O:32][CH2:33][CH3:34])=[O:31], predict the reaction product.